From a dataset of Retrosynthesis with 50K atom-mapped reactions and 10 reaction types from USPTO. Predict the reactants needed to synthesize the given product. (1) Given the product COCCNc1cnc(-c2cc(C#C[C@]3(O)CCN(C)C3=O)ccc2F)nc1C(N)=O, predict the reactants needed to synthesize it. The reactants are: CCOC(=O)c1nc(-c2cc(C#C[C@]3(O)CCN(C)C3=O)ccc2F)ncc1NCCOC.N. (2) Given the product Cc1nc(N2CCN(CC3CC3)C2=O)sc1C(=O)NCc1ccncn1, predict the reactants needed to synthesize it. The reactants are: Cc1nc(N2CCN(CC3CC3)C2=O)sc1C(=O)O.NCc1ccncn1.